From a dataset of Catalyst prediction with 721,799 reactions and 888 catalyst types from USPTO. Predict which catalyst facilitates the given reaction. (1) Reactant: [C:1]([O:5][C:6](=[O:38])[NH:7][CH2:8][C:9]#[C:10][C:11]1[CH:12]=[C:13]2[C:18](=[CH:19][CH:20]=1)[N:17]=[CH:16][N:15]=[C:14]2[NH:21][C:22]1[CH:27]=[CH:26][C:25]([O:28][CH2:29][C:30]2[CH:35]=[CH:34][CH:33]=[C:32]([F:36])[CH:31]=2)=[C:24]([Cl:37])[CH:23]=1)([CH3:4])([CH3:3])[CH3:2].COCCO[AlH2-]OCCOC.[Na+]. Product: [C:1]([O:5][C:6](=[O:38])[NH:7][CH2:8][CH:9]=[CH:10][C:11]1[CH:12]=[C:13]2[C:18](=[CH:19][CH:20]=1)[N:17]=[CH:16][N:15]=[C:14]2[NH:21][C:22]1[CH:27]=[CH:26][C:25]([O:28][CH2:29][C:30]2[CH:35]=[CH:34][CH:33]=[C:32]([F:36])[CH:31]=2)=[C:24]([Cl:37])[CH:23]=1)([CH3:4])([CH3:2])[CH3:3]. The catalyst class is: 247. (2) Reactant: [C:1]([O:7][CH2:8][CH2:9][C@@H:10]1[O:41][C@@H:14]2[C:15](=[O:40])[C@@H:16]3[O:21][C@H:20]([CH2:22][CH:23]4[CH2:27][O:26][C:25]([CH3:29])([CH3:28])[O:24]4)[C@H:19]([O:30][Si:31]([CH:37]([CH3:39])[CH3:38])([CH:34]([CH3:36])[CH3:35])[O:32][CH3:33])[C@@H:17]3[O:18][C@H:13]2[CH2:12][CH2:11]1)(=[O:6])[C:2]([CH3:5])([CH3:4])[CH3:3].[BH4-].[Na+]. Product: [C:1]([O:7][CH2:8][CH2:9][C@@H:10]1[O:41][C@@H:14]2[C@H:15]([OH:40])[C@@H:16]3[O:21][C@H:20]([CH2:22][CH:23]4[CH2:27][O:26][C:25]([CH3:28])([CH3:29])[O:24]4)[C@H:19]([O:30][Si:31]([CH:37]([CH3:39])[CH3:38])([CH:34]([CH3:35])[CH3:36])[O:32][CH3:33])[C@@H:17]3[O:18][C@H:13]2[CH2:12][CH2:11]1)(=[O:6])[C:2]([CH3:3])([CH3:4])[CH3:5]. The catalyst class is: 5. (3) Reactant: [C:1]([O:5][C:6]([NH:8][C@H:9]([C:12]([O:14][CH3:15])=[O:13])[CH2:10][OH:11])=[O:7])([CH3:4])([CH3:3])[CH3:2].C1(C)C=CC(S(O)(=O)=O)=CC=1.[O:27]1[CH:32]=[CH:31][CH2:30][CH2:29][CH2:28]1. Product: [C:1]([O:5][C:6]([NH:8][C@H:9]([C:12]([O:14][CH3:15])=[O:13])[CH2:10][O:11][CH:28]1[CH2:29][CH2:30][CH2:31][CH2:32][O:27]1)=[O:7])([CH3:4])([CH3:3])[CH3:2]. The catalyst class is: 4. (4) Reactant: N1CCCCC1.[CH3:7][O:8][C:9]1[CH:10]=[C:11]([CH:14]=[CH:15][C:16]=1[O:17][CH2:18][C:19]#[C:20][CH2:21][CH3:22])[CH:12]=O.C([CH2:26][C:27]([NH:29][C:30]1[CH:38]=[CH:37][CH:36]=[CH:35][C:31]=1[C:32]([OH:34])=[O:33])=[O:28])(O)=O.CC(O)=O. Product: [CH3:7][O:8][C:9]1[CH:10]=[C:11](/[CH:12]=[CH:26]/[C:27]([NH:29][C:30]2[CH:38]=[CH:37][CH:36]=[CH:35][C:31]=2[C:32]([OH:34])=[O:33])=[O:28])[CH:14]=[CH:15][C:16]=1[O:17][CH2:18][C:19]#[C:20][CH2:21][CH3:22]. The catalyst class is: 11.